This data is from Reaction yield outcomes from USPTO patents with 853,638 reactions. The task is: Predict the reaction yield, written as a fraction of the theoretical maximum amount of product (1.0 means a 100% yield; for example, 0.34 means a 34% yield). (1) The reactants are C1([O:7][C:8](=O)[NH:9][C:10]2[CH:15]=[CH:14][C:13]([S:16](C(C)C)(=[O:18])=[O:17])=[C:12]([CH2:22][N:23]([C:25]([O:27][C:28]([CH3:31])([CH3:30])[CH3:29])=[O:26])[CH3:24])[CH:11]=2)C=CC=CC=1.[Br:33][C:34]1[CH:39]=[CH:38][C:37]([CH2:40][CH2:41][CH2:42]C(NC2C=CC(SCC)=C(C=2)CN(C)C(=O)OC(C)(C)C)=O)=[CH:36][CH:35]=1.[CH:65]1C=C(Cl)C=C(C(OO)=O)[CH:66]=1. No catalyst specified. The product is [Br:33][C:34]1[CH:39]=[CH:38][C:37]([CH2:40][CH2:41][CH2:42][C:8]([NH:9][C:10]2[CH:15]=[CH:14][C:13]([S:16]([CH2:65][CH3:66])(=[O:18])=[O:17])=[C:12]([CH:11]=2)[CH2:22][N:23]([CH3:24])[C:25](=[O:26])[O:27][C:28]([CH3:29])([CH3:31])[CH3:30])=[O:7])=[CH:36][CH:35]=1. The yield is 0.880. (2) The reactants are [OH:1][NH2:2].C([O:5][C:6](=O)[CH2:7][CH2:8][CH2:9][CH2:10][CH2:11][CH2:12][N:13]([C:20]1[CH:25]=[C:24]([C:26]2[CH:31]=[CH:30][CH:29]=[CH:28][C:27]=2[Cl:32])[CH:23]=[CH:22][N:21]=1)[C:14]1[CH:19]=[CH:18][CH:17]=[CH:16][N:15]=1)C. The catalyst is CN(C=O)C.CO. The product is [OH:1][NH:2][C:6](=[O:5])[CH2:7][CH2:8][CH2:9][CH2:10][CH2:11][CH2:12][N:13]([C:20]1[CH:25]=[C:24]([C:26]2[CH:31]=[CH:30][CH:29]=[CH:28][C:27]=2[Cl:32])[CH:23]=[CH:22][N:21]=1)[C:14]1[CH:19]=[CH:18][CH:17]=[CH:16][N:15]=1. The yield is 0.440. (3) The reactants are C[O:2][C:3]([C:5]1[NH:6][N:7]=[C:8]([C:10]2[CH:15]=[CH:14][CH:13]=[C:12]([O:16][CH:17]([F:19])[F:18])[CH:11]=2)[CH:9]=1)=[O:4].FC(F)OC1C=C(C(=O)/C=C(\O)/C(OC)=O)C=CC=1.Cl.NN. The catalyst is C(O)C. The product is [F:19][CH:17]([F:18])[O:16][C:12]1[CH:11]=[C:10]([C:8]2[CH:9]=[C:5]([C:3]([OH:4])=[O:2])[NH:6][N:7]=2)[CH:15]=[CH:14][CH:13]=1. The yield is 0.799.